This data is from Retrosynthesis with 50K atom-mapped reactions and 10 reaction types from USPTO. The task is: Predict the reactants needed to synthesize the given product. Given the product Nc1ccc(-c2cccc(Cl)c2)cc1C(O)(C1CC1)C1CC1, predict the reactants needed to synthesize it. The reactants are: Nc1ccc(-c2cccc(Cl)c2)cc1C(=O)C1CC1.[Mg+]C1CC1.